Dataset: Forward reaction prediction with 1.9M reactions from USPTO patents (1976-2016). Task: Predict the product of the given reaction. (1) Given the reactants [NH2:1][C:2]1[CH:10]=[CH:9][C:5]([C:6]([NH2:8])=[O:7])=[C:4]([S:11][CH3:12])[CH:3]=1.N[C:14]1[CH:22]=[CH:21][C:17]([C:18]([NH2:20])=O)=[CH:16][CH:15]=1, predict the reaction product. The product is: [CH2:18]([N:20]1[CH2:9][CH2:10][CH:2]([NH:1][C:2]2[CH:10]=[CH:9][C:5]([C:6]([NH2:8])=[O:7])=[C:4]([S:11][CH3:12])[CH:3]=2)[CH2:3][CH2:4]1)[C:17]1[CH:21]=[CH:22][CH:14]=[CH:15][CH:16]=1. (2) Given the reactants [Br:1][C:2]1[CH:3]=[CH:4][C:5](=[O:8])[NH:6][CH:7]=1.[CH3:9][C:10]1([CH3:13])[CH2:12][O:11]1.C([O-])([O-])=O.[K+].[K+], predict the reaction product. The product is: [Br:1][C:2]1[CH:3]=[CH:4][C:5](=[O:8])[N:6]([CH2:9][C:10]([OH:11])([CH3:13])[CH3:12])[CH:7]=1. (3) Given the reactants [Cl:1][C:2]1[CH:3]=[C:4]([CH:41]=[C:42]([C:44]#[N:45])[CH:43]=1)[O:5][C:6]1[C:7](=[O:40])[N:8]([CH2:16][C:17]2[C:25]3[C:20](=[N:21][CH:22]=[CH:23][CH:24]=3)[N:19]([C:26]([N:28]([CH3:39])[CH2:29][CH2:30][NH:31]C(=O)OC(C)(C)C)=[O:27])[N:18]=2)[CH:9]=[CH:10][C:11]=1[C:12]([F:15])([F:14])[F:13].[C:46]([OH:52])([C:48]([F:51])([F:50])[F:49])=[O:47], predict the reaction product. The product is: [F:49][C:48]([F:51])([F:50])[C:46]([O-:52])=[O:47].[Cl:1][C:2]1[CH:3]=[C:4]([CH:41]=[C:42]([C:44]#[N:45])[CH:43]=1)[O:5][C:6]1[C:7](=[O:40])[N:8]([CH2:16][C:17]2[C:25]3[C:20](=[N:21][CH:22]=[CH:23][CH:24]=3)[N:19]([C:26]([N:28]([CH3:39])[CH2:29][CH2:30][NH3+:31])=[O:27])[N:18]=2)[CH:9]=[CH:10][C:11]=1[C:12]([F:13])([F:14])[F:15]. (4) Given the reactants Cl[C:2]1[C:7]2=[CH:8][N:9]([CH2:11][C:12]3[CH:17]=[CH:16][C:15]([CH2:18][N:19]4[CH:23]=[CH:22][CH:21]=[N:20]4)=[CH:14][CH:13]=3)[N:10]=[C:6]2[CH:5]=[CH:4][N:3]=1.[Cl:24][C:25]1[S:26][C:27]2[CH:33]=[CH:32][C:31]([CH2:34][NH2:35])=[CH:30][C:28]=2[CH:29]=1.C(N(C(C)C)CC)(C)C, predict the reaction product. The product is: [N:19]1([CH2:18][C:15]2[CH:16]=[CH:17][C:12]([CH2:11][N:9]3[CH:8]=[C:7]4[C:2]([NH:35][CH2:34][C:31]5[CH:32]=[CH:33][C:27]6[S:26][C:25]([Cl:24])=[CH:29][C:28]=6[CH:30]=5)=[N:3][CH:4]=[CH:5][C:6]4=[N:10]3)=[CH:13][CH:14]=2)[CH:23]=[CH:22][CH:21]=[N:20]1. (5) Given the reactants [CH2:1]([C:7]([CH2:16][CH2:17][CH2:18][CH2:19][CH2:20][CH3:21])=[CH:8][CH:9]=[CH:10][CH2:11][CH2:12][C:13]([OH:15])=[O:14])[CH2:2][CH2:3][CH2:4][CH2:5][CH3:6].[H][H], predict the reaction product. The product is: [CH2:16]([CH:7]([CH2:1][CH2:2][CH2:3][CH2:4][CH2:5][CH3:6])[CH2:8][CH2:9][CH2:10][CH2:11][CH2:12][C:13]([OH:15])=[O:14])[CH2:17][CH2:18][CH2:19][CH2:20][CH3:21].